Dataset: Peptide-MHC class I binding affinity with 185,985 pairs from IEDB/IMGT. Task: Regression. Given a peptide amino acid sequence and an MHC pseudo amino acid sequence, predict their binding affinity value. This is MHC class I binding data. (1) The peptide sequence is HFIYHKREK. The MHC is HLA-B15:01 with pseudo-sequence HLA-B15:01. The binding affinity (normalized) is 0.0847. (2) The peptide sequence is HEGEGIPLY. The MHC is HLA-B08:01 with pseudo-sequence HLA-B08:01. The binding affinity (normalized) is 0.0847. (3) The MHC is HLA-B15:01 with pseudo-sequence HLA-B15:01. The peptide sequence is RLFFKCIYR. The binding affinity (normalized) is 0.0847.